This data is from Reaction yield outcomes from USPTO patents with 853,638 reactions. The task is: Predict the reaction yield, written as a fraction of the theoretical maximum amount of product (1.0 means a 100% yield; for example, 0.34 means a 34% yield). (1) The yield is 0.930. The catalyst is C1COCC1.CS(C)=O.O. The reactants are [Br:1][C:2]1[S:6][C:5]([C:7]([S:10]([CH2:13]CC(OC)=O)(=[O:12])=[O:11])([CH3:9])[CH3:8])=[N:4][CH:3]=1.C[O-].[Na+].CI. The product is [Br:1][C:2]1[S:6][C:5]([C:7]([S:10]([CH3:13])(=[O:11])=[O:12])([CH3:9])[CH3:8])=[N:4][CH:3]=1. (2) The reactants are Br[C:2]1[CH:3]=[C:4]2[C:10]([C:11]3[CH:16]=[CH:15][CH:14]=[CH:13][C:12]=3[O:17][CH3:18])=[CH:9][NH:8][C:5]2=[N:6][CH:7]=1.[CH3:19][C:20]1[C:24](B(O)O)=[C:23]([CH3:28])[O:22][N:21]=1.ClCCl.C(=O)([O-])[O-].[Na+].[Na+]. The catalyst is O.CO.ClCCl.C1C=CC(P(C2C=CC=CC=2)[C-]2C=CC=C2)=CC=1.C1C=CC(P(C2C=CC=CC=2)[C-]2C=CC=C2)=CC=1.Cl[Pd]Cl.[Fe+2].C(#N)C. The product is [CH3:19][C:20]1[C:24]([C:2]2[CH:3]=[C:4]3[C:10]([C:11]4[CH:16]=[CH:15][CH:14]=[CH:13][C:12]=4[O:17][CH3:18])=[CH:9][NH:8][C:5]3=[N:6][CH:7]=2)=[C:23]([CH3:28])[O:22][N:21]=1. The yield is 0.710. (3) The reactants are [CH2:1]([O:3][C:4](=[O:18])[CH2:5][CH2:6][CH2:7][O:8][C:9]1[C:14]([CH3:15])=[CH:13][C:12](Br)=[CH:11][C:10]=1[CH3:17])[CH3:2].[B:19]1([B:19]2[O:23][C:22]([CH3:25])([CH3:24])[C:21]([CH3:27])([CH3:26])[O:20]2)[O:23][C:22]([CH3:25])([CH3:24])[C:21]([CH3:27])([CH3:26])[O:20]1. No catalyst specified. The product is [CH2:1]([O:3][C:4](=[O:18])[CH2:5][CH2:6][CH2:7][O:8][C:9]1[C:14]([CH3:15])=[CH:13][C:12]([B:19]2[O:23][C:22]([CH3:25])([CH3:24])[C:21]([CH3:27])([CH3:26])[O:20]2)=[CH:11][C:10]=1[CH3:17])[CH3:2]. The yield is 0.260. (4) The yield is 0.470. The catalyst is O.C(OCC)(=O)C. The reactants are [Cl-].O[NH3+:3].[C:4](=[O:7])([O-])[OH:5].[Na+].CS(C)=O.[CH2:13]([C:17]1[N:18]=[C:19]([CH3:48])[N:20]([C:39]2[CH:44]=[CH:43][CH:42]=[C:41]([CH:45]3[CH2:47][CH2:46]3)[CH:40]=2)[C:21](=[O:38])[C:22]=1[CH2:23][C:24]1[CH:29]=[CH:28][C:27]([C:30]2[C:31]([C:36]#[N:37])=[CH:32][CH:33]=[CH:34][CH:35]=2)=[CH:26][CH:25]=1)[CH2:14][CH2:15][CH3:16]. The product is [CH2:13]([C:17]1[N:18]=[C:19]([CH3:48])[N:20]([C:39]2[CH:44]=[CH:43][CH:42]=[C:41]([CH:45]3[CH2:46][CH2:47]3)[CH:40]=2)[C:21](=[O:38])[C:22]=1[CH2:23][C:24]1[CH:25]=[CH:26][C:27]([C:30]2[CH:35]=[CH:34][CH:33]=[CH:32][C:31]=2[C:36]2[NH:3][C:4](=[O:7])[O:5][N:37]=2)=[CH:28][CH:29]=1)[CH2:14][CH2:15][CH3:16]. (5) The reactants are Cl[C:2]1[C:3]2[CH:10]=[CH:9][NH:8][C:4]=2[N:5]=[CH:6][N:7]=1.C(N(CC)CC)C.[CH3:18][C:19]([O:22][C:23]([NH:25][CH:26]1[CH2:31][CH2:30][NH:29][CH2:28][CH2:27]1)=[O:24])([CH3:21])[CH3:20]. The catalyst is C(O)C. The product is [C:19]([O:22][C:23](=[O:24])[NH:25][CH:26]1[CH2:31][CH2:30][N:29]([C:2]2[C:3]3[CH:10]=[CH:9][NH:8][C:4]=3[N:5]=[CH:6][N:7]=2)[CH2:28][CH2:27]1)([CH3:21])([CH3:18])[CH3:20]. The yield is 0.360. (6) The catalyst is O.[Fe]. The product is [Br:5][C:6]1[CH:11]=[CH:10][C:9]([O:12][C:13]2[CH:18]=[CH:17][CH:16]=[CH:15][CH:14]=2)=[C:8]([NH2:19])[CH:7]=1. The yield is 0.870. The reactants are C(O)(=O)C.[Br:5][C:6]1[CH:11]=[CH:10][C:9]([O:12][C:13]2[CH:18]=[CH:17][CH:16]=[CH:15][CH:14]=2)=[C:8]([N+:19]([O-])=O)[CH:7]=1. (7) The product is [CH3:12][O:11][C:9](=[O:10])[CH:8]([Br:13])[C:4]1[CH:5]=[CH:6][CH:7]=[C:2]([F:1])[CH:3]=1. The yield is 0.960. The catalyst is C(Cl)(Cl)(Cl)Cl.C(Cl)Cl.Br. The reactants are [F:1][C:2]1[CH:3]=[C:4]([CH2:8][C:9]([O:11][CH3:12])=[O:10])[CH:5]=[CH:6][CH:7]=1.[Br:13]N1C(=O)CCC1=O.